Dataset: Full USPTO retrosynthesis dataset with 1.9M reactions from patents (1976-2016). Task: Predict the reactants needed to synthesize the given product. (1) The reactants are: O[CH:2]([C:4]1[O:5][C:6](=[O:26])[C:7]2[C:12]([C:13]=1[C:14]1[CH:19]=[CH:18][C:17]([CH2:20][N:21]3[CH2:25][CH2:24][CH2:23][CH2:22]3)=[CH:16][CH:15]=1)=[CH:11][CH:10]=[CH:9][CH:8]=2)[CH3:3].[F:27][C:28]1[CH:29]=[C:30]([C:36]2[C:44]3[C:39](=[N:40][CH:41]=[N:42][C:43]=3[NH2:45])[NH:38][N:37]=2)[CH:31]=[C:32]([O:34][CH3:35])[CH:33]=1. Given the product [NH2:45][C:43]1[N:42]=[CH:41][N:40]=[C:39]2[N:38]([CH:2]([C:4]3[O:5][C:6](=[O:26])[C:7]4[C:12]([C:13]=3[C:14]3[CH:19]=[CH:18][C:17]([CH2:20][N:21]5[CH2:22][CH2:23][CH2:24][CH2:25]5)=[CH:16][CH:15]=3)=[CH:11][CH:10]=[CH:9][CH:8]=4)[CH3:3])[N:37]=[C:36]([C:30]3[CH:31]=[C:32]([O:34][CH3:35])[CH:33]=[C:28]([F:27])[CH:29]=3)[C:44]=12, predict the reactants needed to synthesize it. (2) Given the product [O:55]=[C:45]1[N:44]([CH:41]2[CH2:42][CH2:43][N:38]([C:36]([O:35][C@H:19]([CH2:18][C:4]3[CH:5]=[C:6]4[C:10](=[C:2]([CH3:1])[CH:3]=3)[NH:9][N:8]=[CH:7]4)[C:20]([N:22]3[CH2:27][CH2:26][CH:25]([N:28]4[CH2:29][CH2:30][N:31]([CH3:34])[CH2:32][CH2:33]4)[CH2:24][CH2:23]3)=[O:21])=[O:37])[CH2:39][CH2:40]2)[CH2:50][CH2:49][C:48]2[CH:51]=[CH:52][CH:53]=[CH:54][C:47]=2[NH:46]1, predict the reactants needed to synthesize it. The reactants are: [CH3:1][C:2]1[CH:3]=[C:4]([CH2:18][C@@H:19]([O:35][C:36]([N:38]2[CH2:43][CH2:42][CH:41]([N:44]3[CH2:50][CH2:49][C:48]4[CH:51]=[CH:52][CH:53]=[CH:54][C:47]=4[NH:46][C:45]3=[O:55])[CH2:40][CH2:39]2)=[O:37])[C:20]([N:22]2[CH2:27][CH2:26][CH:25]([N:28]3[CH2:33][CH2:32][N:31]([CH3:34])[CH2:30][CH2:29]3)[CH2:24][CH2:23]2)=[O:21])[CH:5]=[C:6]2[C:10]=1[N:9](C(OC(C)(C)C)=O)[N:8]=[CH:7]2.C([O-])([O-])=O.[K+].[K+]. (3) Given the product [Br:1][C:2]1[CH:11]=[C:10]2[C:5]([CH2:6][CH2:7][N:8]([C:18]([C:17]3[CH:21]=[C:22]([S:25]([CH3:28])(=[O:27])=[O:26])[CH:23]=[CH:24][C:16]=3[O:15][CH:12]([CH3:14])[CH3:13])=[O:19])[CH2:9]2)=[CH:4][CH:3]=1, predict the reactants needed to synthesize it. The reactants are: [Br:1][C:2]1[CH:11]=[C:10]2[C:5]([CH2:6][CH2:7][NH:8][CH2:9]2)=[CH:4][CH:3]=1.[CH:12]([O:15][C:16]1[CH:24]=[CH:23][C:22]([S:25]([CH3:28])(=[O:27])=[O:26])=[CH:21][C:17]=1[C:18](O)=[O:19])([CH3:14])[CH3:13].